Dataset: TCR-epitope binding with 47,182 pairs between 192 epitopes and 23,139 TCRs. Task: Binary Classification. Given a T-cell receptor sequence (or CDR3 region) and an epitope sequence, predict whether binding occurs between them. The epitope is FLNRFTTTL. The TCR CDR3 sequence is CATSSEWETQYF. Result: 1 (the TCR binds to the epitope).